Dataset: Full USPTO retrosynthesis dataset with 1.9M reactions from patents (1976-2016). Task: Predict the reactants needed to synthesize the given product. (1) The reactants are: [NH2:1][C:2]1[C:11]2[C:6](=[C:7](I)[C:8]([F:12])=[CH:9][CH:10]=2)[N:5]=[N:4][C:3]=1[C:14]([NH:16][CH:17]1[CH2:19][CH2:18]1)=[O:15].[CH3:20][O:21][C:22]1[CH:27]=[CH:26][C:25]([CH3:28])=[CH:24][C:23]=1B(O)O. Given the product [NH2:1][C:2]1[C:11]2[C:6](=[C:7]([C:23]3[CH:24]=[C:25]([CH3:28])[CH:26]=[CH:27][C:22]=3[O:21][CH3:20])[C:8]([F:12])=[CH:9][CH:10]=2)[N:5]=[N:4][C:3]=1[C:14]([NH:16][CH:17]1[CH2:19][CH2:18]1)=[O:15], predict the reactants needed to synthesize it. (2) Given the product [CH2:1]1[C:9]2[C:4](=[CH:5][CH:6]=[CH:7][CH:8]=2)[CH2:3][CH:2]1[O:10][S:18]([CH3:21])(=[O:20])=[O:19], predict the reactants needed to synthesize it. The reactants are: [CH2:1]1[C:9]2[C:4](=[CH:5][CH:6]=[CH:7][CH:8]=2)[CH2:3][CH:2]1[OH:10].C(N(CC)CC)C.[S:18](Cl)([CH3:21])(=[O:20])=[O:19].O. (3) Given the product [Cl:22][C:17]1[CH:18]=[CH:19][CH:20]=[CH:21][C:16]=1[CH2:15][N:9]1[C:8]2[CH:23]=[C:4]([C:1](=[O:2])[NH:38][CH2:37][C:36]3[CH:39]=[CH:40][C:33]([N:32]([CH3:41])[CH3:31])=[CH:34][CH:35]=3)[CH:5]=[CH:6][C:7]=2[N:11]=[C:10]1[CH2:12][CH2:13][CH3:14], predict the reactants needed to synthesize it. The reactants are: [C:1]([C:4]1[CH:5]=[CH:6][C:7]2[N:11]=[C:10]([CH2:12][CH2:13][CH3:14])[N:9]([CH2:15][C:16]3[CH:21]=[CH:20][CH:19]=[CH:18][C:17]=3[Cl:22])[C:8]=2[CH:23]=1)(O)=[O:2].C(Cl)(=O)C(Cl)=O.Cl.[CH3:31][N:32]([CH3:41])[C:33]1[CH:40]=[CH:39][C:36]([CH2:37][NH2:38])=[CH:35][CH:34]=1.C(N(CC)CC)C. (4) Given the product [F:21][C:20]([F:23])([F:22])[S:17]([O:1][C:2]1[CH2:6][O:5][C:4](=[O:7])[C:3]=1[CH3:8])(=[O:19])=[O:18], predict the reactants needed to synthesize it. The reactants are: [OH:1][C:2]1[CH2:6][O:5][C:4](=[O:7])[C:3]=1[CH3:8].N1C(C)=CC=CC=1C.[S:17](O[S:17]([C:20]([F:23])([F:22])[F:21])(=[O:19])=[O:18])([C:20]([F:23])([F:22])[F:21])(=[O:19])=[O:18]. (5) Given the product [N:35]1([CH2:34][CH2:33][NH:32][C:27]2[N:26]=[C:25]([C:23]3[S:22][C:21]4[C:16]([C:10]5[C:9]([CH:7]([NH2:4])[CH3:8])=[CH:14][N:13]=[C:12]([F:15])[CH:11]=5)=[CH:17][CH:18]=[CH:19][C:20]=4[CH:24]=3)[C:30]([F:31])=[CH:29][N:28]=2)[CH:39]=[CH:38][N:37]=[N:36]1, predict the reactants needed to synthesize it. The reactants are: [Te].[BH4-].[Na+].[N:4]([CH:7]([C:9]1[C:10]([C:16]2[C:21]3[S:22][C:23]([C:25]4[C:30]([F:31])=[CH:29][N:28]=[C:27]([NH:32][CH2:33][CH2:34][N:35]5[CH:39]=[CH:38][N:37]=[N:36]5)[N:26]=4)=[CH:24][C:20]=3[CH:19]=[CH:18][CH:17]=2)=[CH:11][C:12]([F:15])=[N:13][CH:14]=1)[CH3:8])=[N+]=[N-]. (6) Given the product [F:1][C:2]1[CH:7]=[CH:6][C:5]([NH2:8])=[CH:4][C:3]=1[C:11]1[NH:15][C:16]2=[N:17][CH:18]=[CH:19][CH:20]=[C:21]2[C:13]=1[CH:14]=[O:24], predict the reactants needed to synthesize it. The reactants are: [F:1][C:2]1[CH:7]=[CH:6][C:5]([N+:8]([O-])=O)=[CH:4][C:3]=1[C:11]([C:13]1[C:21]2[C:16](=[N:17][CH:18]=[CH:19][CH:20]=2)[NH:15][CH:14]=1)=O.C([OH:24])C.O1CCCC1. (7) Given the product [CH3:16][O:15][C:9]1[CH:8]=[C:7]([CH:6]([CH3:17])[C:4]([O:3][CH2:2][CH3:1])=[O:5])[CH:12]=[CH:11][C:10]=1[O:13][CH3:14], predict the reactants needed to synthesize it. The reactants are: [CH3:1][CH2:2][O:3][C:4]([CH2:6][C:7]1[CH:12]=[CH:11][C:10]([O:13][CH3:14])=[C:9]([O:15][CH3:16])[CH:8]=1)=[O:5].[CH3:17]N(C)P(=O)(N(C)C)N(C)C.C([N-]C(C)C)(C)C.[Li+].IC. (8) Given the product [C:25]([C:24]1([NH:27][C:16]([C@@H:14]2[CH2:15][CH:11]([S:8]([C:3]3[CH:4]=[CH:5][CH:6]=[CH:7][C:2]=3[Cl:1])(=[O:9])=[O:10])[CH2:12][C@H:13]2[CH2:19][O:20][CH3:21])=[O:18])[CH2:22][CH2:23]1)#[N:26], predict the reactants needed to synthesize it. The reactants are: [Cl:1][C:2]1[CH:7]=[CH:6][CH:5]=[CH:4][C:3]=1[S:8]([CH:11]1[CH2:15][C@@H:14]([C:16]([OH:18])=O)[C@H:13]([CH2:19][O:20][CH3:21])[CH2:12]1)(=[O:10])=[O:9].[CH2:22]1[C:24]([NH2:27])([C:25]#[N:26])[CH2:23]1.Cl.